Dataset: Catalyst prediction with 721,799 reactions and 888 catalyst types from USPTO. Task: Predict which catalyst facilitates the given reaction. (1) Product: [CH3:34][S:31]([NH:30][C:28]([C:26]1[CH:25]=[CH:24][CH:23]=[C:22]([CH2:21][C:12]2[C:13]3[C:18](=[CH:17][C:16]([O:19][CH3:20])=[CH:15][CH:14]=3)[NH:10][C:11]=2[C:35]2[CH:40]=[CH:39][CH:38]=[CH:37][CH:36]=2)[N:27]=1)=[O:29])(=[O:32])=[O:33]. The catalyst class is: 83. Reactant: C1(S([N:10]2[C:18]3[C:13](=[CH:14][CH:15]=[C:16]([O:19][CH3:20])[CH:17]=3)[C:12]([CH2:21][C:22]3[N:27]=[C:26]([C:28]([NH:30][S:31]([CH3:34])(=[O:33])=[O:32])=[O:29])[CH:25]=[CH:24][CH:23]=3)=[C:11]2[C:35]2[CH:40]=[CH:39][CH:38]=[CH:37][CH:36]=2)(=O)=O)C=CC=CC=1.C(=O)([O-])[O-].[Cs+].[Cs+].Cl. (2) Reactant: [C:1]([C:9]1[CH:10]=[C:11]([CH:13]=[CH:14][CH:15]=1)[NH2:12])#[C:2][CH2:3][CH2:4][CH2:5][CH2:6][CH2:7][CH3:8].[CH3:16][O-].[Na+].C=O.[BH4-].[Na+]. Product: [CH3:16][NH:12][C:11]1[CH:13]=[CH:14][CH:15]=[C:9]([C:1]#[C:2][CH2:3][CH2:4][CH2:5][CH2:6][CH2:7][CH3:8])[CH:10]=1. The catalyst class is: 5. (3) Reactant: [C:1]([O:5][C:6](=[O:28])[NH:7][C@:8]([CH2:26][OH:27])([CH3:25])[CH2:9][CH2:10][C:11]1[CH:16]=[CH:15][C:14]([O:17][CH2:18][CH2:19][CH2:20][CH2:21][CH2:22][CH2:23][CH3:24])=[CH:13][CH:12]=1)([CH3:4])([CH3:3])[CH3:2]. Product: [C:1]([O:5][C:6](=[O:28])[NH:7][C@:8]([CH:26]=[O:27])([CH3:25])[CH2:9][CH2:10][C:11]1[CH:16]=[CH:15][C:14]([O:17][CH2:18][CH2:19][CH2:20][CH2:21][CH2:22][CH2:23][CH3:24])=[CH:13][CH:12]=1)([CH3:3])([CH3:2])[CH3:4]. The catalyst class is: 678. (4) Reactant: [OH-].[Na+].[CH:3]1([C:9]2[C:10]3[CH:11]=[CH:12][C:13]([C:28]([O:30]C)=[O:29])=[CH:14][C:15]=3[N:16]3[CH2:22][C:21](=[O:23])[CH2:20][C:19]4[CH:24]=[CH:25][CH:26]=[CH:27][C:18]=4[C:17]=23)[CH2:8][CH2:7][CH2:6][CH2:5][CH2:4]1.Cl. Product: [CH:3]1([C:9]2[C:10]3[CH:11]=[CH:12][C:13]([C:28]([OH:30])=[O:29])=[CH:14][C:15]=3[N:16]3[CH2:22][C:21](=[O:23])[CH2:20][C:19]4[CH:24]=[CH:25][CH:26]=[CH:27][C:18]=4[C:17]=23)[CH2:4][CH2:5][CH2:6][CH2:7][CH2:8]1. The catalyst class is: 111. (5) Reactant: [N:1]1[CH:6]=[CH:5][CH:4]=[CH:3][C:2]=1[C:7]([OH:9])=O.C(N(CC)CC)C.CN(C(ON1N=NC2C=CC=NC1=2)=[N+](C)C)C.F[P-](F)(F)(F)(F)F.Br.[Br:42][CH2:43][CH2:44][NH2:45]. Product: [Br:42][CH2:43][CH2:44][NH:45][C:7]([C:2]1[CH:3]=[CH:4][CH:5]=[CH:6][N:1]=1)=[O:9]. The catalyst class is: 46. (6) Reactant: [F:1][C:2]1[CH:22]=[C:21]([N+:23]([O-:25])=[O:24])[CH:20]=[CH:19][C:3]=1[O:4][C:5]1[CH:10]=[CH:9][N:8]=[C:7]2[CH:11]=[C:12]([C:14]3[N:15]=[CH:16][NH:17][CH:18]=3)[S:13][C:6]=12.[H-].[Na+].[CH2:28](Cl)[O:29][CH3:30]. Product: [F:1][C:2]1[CH:22]=[C:21]([N+:23]([O-:25])=[O:24])[CH:20]=[CH:19][C:3]=1[O:4][C:5]1[CH:10]=[CH:9][N:8]=[C:7]2[CH:11]=[C:12]([C:14]3[N:15]=[CH:16][N:17]([CH2:28][O:29][CH3:30])[CH:18]=3)[S:13][C:6]=12. The catalyst class is: 3. (7) Reactant: [CH3:1][O:2][C:3]1[CH:4]=[C:5]([CH2:11][CH2:12][NH2:13])[CH:6]=[CH:7][C:8]=1[O:9][CH3:10].[F:14][C:15]([F:26])([F:25])[C:16](O[C:16](=[O:17])[C:15]([F:26])([F:25])[F:14])=[O:17].O. Product: [CH3:1][O:2][C:3]1[CH:4]=[C:5]([CH2:11][CH2:12][NH:13][C:16](=[O:17])[C:15]([F:26])([F:25])[F:14])[CH:6]=[CH:7][C:8]=1[O:9][CH3:10]. The catalyst class is: 13. (8) Reactant: [CH3:1][C:2]1([CH3:28])[C:14]2[C:6]([N:7]=[C:8]3[C:13]=2[CH:12]=[CH:11][CH:10]=[CH:9]3)=[CH:5][C:4]2[CH:15]=[C:16]3[C:21]([C:3]1=2)=[CH:20][CH:19]([C:22]1[CH:27]=[CH:26][CH:25]=[CH:24][CH:23]=1)[CH:18]=[CH:17]3.CN(C=O)C.[Br:34]N1C(=O)CCC1=O. Product: [Br:34][C:15]1[C:4]2[CH:5]=[C:6]3[C:14]([C:2]([CH3:28])([CH3:1])[C:3]=2[C:21]2[C:16]=1[CH:17]=[CH:18][CH:19]([C:22]1[CH:27]=[CH:26][CH:25]=[CH:24][CH:23]=1)[CH:20]=2)=[C:13]1[C:8]([CH:9]=[CH:10][CH:11]=[CH:12]1)=[N:7]3. The catalyst class is: 6. (9) Reactant: [O:1]=[C:2]1[NH:17][C:5]2=[CH:6][C:7]3[CH:8]=[C:9]([C:13]([O:15]C)=[O:14])[NH:10][C:11]=3[CH:12]=[C:4]2[O:3]1. Product: [O:1]=[C:2]1[NH:17][C:5]2=[CH:6][C:7]3[CH:8]=[C:9]([C:13]([OH:15])=[O:14])[NH:10][C:11]=3[CH:12]=[C:4]2[O:3]1. The catalyst class is: 6.